Dataset: Full USPTO retrosynthesis dataset with 1.9M reactions from patents (1976-2016). Task: Predict the reactants needed to synthesize the given product. (1) Given the product [NH2:1][C:2]1[C:3]2[C:10]([C:11]3[CH:16]=[CH:15][CH:14]=[C:13]([O:17][CH2:18][C:19]4[CH:20]=[CH:21][CH:22]=[CH:23][CH:24]=4)[CH:12]=3)=[C:9]([CH3:25])[N:8]([C@@H:26]3[CH2:29][C@H:28]([CH2:30][N:47]4[CH2:48][CH2:49][CH:44]([OH:43])[CH2:45][CH2:46]4)[CH2:27]3)[C:4]=2[N:5]=[CH:6][N:7]=1, predict the reactants needed to synthesize it. The reactants are: [NH2:1][C:2]1[C:3]2[C:10]([C:11]3[CH:16]=[CH:15][CH:14]=[C:13]([O:17][CH2:18][C:19]4[CH:24]=[CH:23][CH:22]=[CH:21][CH:20]=4)[CH:12]=3)=[C:9]([CH3:25])[N:8]([C@@H:26]3[CH2:29][C@H:28]([CH2:30]O)[CH2:27]3)[C:4]=2[N:5]=[CH:6][N:7]=1.C1(C)C=CC(S(Cl)(=O)=O)=CC=1.[OH:43][CH:44]1[CH2:49][CH2:48][NH:47][CH2:46][CH2:45]1. (2) The reactants are: [CH2:1]([C@H:3]1[N:12]([CH:13]([CH3:15])[CH3:14])[C:11]2[N:10]=[C:9]([NH:16][C:17]3[CH:18]=[CH:19][C:20]([C:26](O)=[O:27])=[C:21]4[C:25]=3[O:24][CH2:23][CH2:22]4)[N:8]=[CH:7][C:6]=2[N:5]([CH3:29])[C:4]1=[O:30])[CH3:2].F[B-](F)(F)F.N1(OC(N(C)C)=[N+](C)C)C2C=CC=CC=2N=N1.C(N(C(C)C)CC)(C)C.[NH2:62][CH2:63][C@H:64]([OH:73])[CH2:65][N:66]1[CH2:71][CH2:70][N:69]([CH3:72])[CH2:68][CH2:67]1.C(=O)([O-])[O-].[Na+].[Na+]. Given the product [CH2:1]([C@H:3]1[N:12]([CH:13]([CH3:14])[CH3:15])[C:11]2[N:10]=[C:9]([NH:16][C:17]3[CH:18]=[CH:19][C:20]([C:26]([NH:62][CH2:63][C@H:64]([OH:73])[CH2:65][N:66]4[CH2:67][CH2:68][N:69]([CH3:72])[CH2:70][CH2:71]4)=[O:27])=[C:21]4[C:25]=3[O:24][CH2:23][CH2:22]4)[N:8]=[CH:7][C:6]=2[N:5]([CH3:29])[C:4]1=[O:30])[CH3:2], predict the reactants needed to synthesize it. (3) Given the product [CH3:30][O:29][C:25]1[N:24]=[C:23]([N:7]2[CH2:8][CH:4]3[CH:5]([CH2:1][N:2]([C:9]([C:11]4[CH:16]=[CH:15][CH:14]=[CH:13][C:12]=4[C:17]4[S:18][CH:19]=[CH:20][CH:21]=4)=[O:10])[CH2:3]3)[CH2:6]2)[CH:28]=[CH:27][CH:26]=1, predict the reactants needed to synthesize it. The reactants are: [CH2:1]1[CH:5]2[CH2:6][NH:7][CH2:8][CH:4]2[CH2:3][N:2]1[C:9]([C:11]1[CH:16]=[CH:15][CH:14]=[CH:13][C:12]=1[C:17]1[S:18][CH:19]=[CH:20][CH:21]=1)=[O:10].Cl[C:23]1[CH:28]=[CH:27][CH:26]=[C:25]([O:29][CH3:30])[N:24]=1. (4) Given the product [I:1][C:2]1[CH:10]=[CH:9][CH:8]=[C:7]2[C:3]=1[CH2:4][N:5]([C:20]([C:19]1[CH:23]=[C:15]([S:12]([CH3:11])(=[O:13])=[O:14])[CH:16]=[CH:17][C:18]=1[O:24][C@@H:25]([CH3:30])[C:26]([F:28])([F:29])[F:27])=[O:21])[CH2:6]2, predict the reactants needed to synthesize it. The reactants are: [I:1][C:2]1[CH:10]=[CH:9][CH:8]=[C:7]2[C:3]=1[CH2:4][NH:5][CH2:6]2.[CH3:11][S:12]([C:15]1[CH:16]=[CH:17][C:18]([O:24][C@@H:25]([CH3:30])[C:26]([F:29])([F:28])[F:27])=[C:19]([CH:23]=1)[C:20](O)=[O:21])(=[O:14])=[O:13]. (5) Given the product [C:1]([O:5][C:6]([NH:8][C:9]1[C:10]([I:24])=[CH:11][C:12]([O:15][CH:16]([CH3:18])[CH3:17])=[N:13][CH:14]=1)=[O:7])([CH3:4])([CH3:3])[CH3:2], predict the reactants needed to synthesize it. The reactants are: [C:1]([O:5][C:6]([NH:8][C:9]1[CH:10]=[CH:11][C:12]([O:15][CH:16]([CH3:18])[CH3:17])=[N:13][CH:14]=1)=[O:7])([CH3:4])([CH3:3])[CH3:2].[Li]CCCC.[I:24]I.[Cl-].[NH4+].